From a dataset of Merck oncology drug combination screen with 23,052 pairs across 39 cell lines. Regression. Given two drug SMILES strings and cell line genomic features, predict the synergy score measuring deviation from expected non-interaction effect. (1) Drug 1: O=C(CCCCCCC(=O)Nc1ccccc1)NO. Drug 2: CC1(c2nc3c(C(N)=O)cccc3[nH]2)CCCN1. Cell line: SW837. Synergy scores: synergy=2.92. (2) Drug 1: O=c1[nH]cc(F)c(=O)[nH]1. Drug 2: Cn1nnc2c(C(N)=O)ncn2c1=O. Cell line: OV90. Synergy scores: synergy=-8.73. (3) Drug 1: COc1cc(C2c3cc4c(cc3C(OC3OC5COC(C)OC5C(O)C3O)C3COC(=O)C23)OCO4)cc(OC)c1O. Drug 2: Cn1cc(-c2cnn3c(N)c(Br)c(C4CCCNC4)nc23)cn1. Cell line: ZR751. Synergy scores: synergy=18.6. (4) Drug 1: COc1cc(C2c3cc4c(cc3C(OC3OC5COC(C)OC5C(O)C3O)C3COC(=O)C23)OCO4)cc(OC)c1O. Drug 2: NC(=O)c1cccc2cn(-c3ccc(C4CCCNC4)cc3)nc12. Cell line: UACC62. Synergy scores: synergy=2.08. (5) Drug 1: Nc1ccn(C2OC(CO)C(O)C2(F)F)c(=O)n1. Drug 2: CS(=O)(=O)CCNCc1ccc(-c2ccc3ncnc(Nc4ccc(OCc5cccc(F)c5)c(Cl)c4)c3c2)o1. Cell line: OCUBM. Synergy scores: synergy=5.01. (6) Drug 1: CN(C)C(=N)N=C(N)N. Drug 2: C#Cc1cccc(Nc2ncnc3cc(OCCOC)c(OCCOC)cc23)c1. Cell line: SKMEL30. Synergy scores: synergy=-6.20.